Task: Predict the reaction yield, written as a fraction of the theoretical maximum amount of product (1.0 means a 100% yield; for example, 0.34 means a 34% yield).. Dataset: Reaction yield outcomes from USPTO patents with 853,638 reactions The reactants are [OH:1][C:2]1[CH:11]=[C:10]2[C:5]([C:6]([O:12][C:13]3[CH:18]=[C:17]([CH3:19])[C:16]([CH3:20])=[CH:15][C:14]=3[C:21](=[O:23])[CH3:22])=[CH:7][CH:8]=[N:9]2)=[CH:4][C:3]=1[O:24][CH3:25].Br[CH2:27][CH2:28][CH2:29][Cl:30].C(=O)([O-])[O-].[K+].[K+].O. The catalyst is CN(C)C=O. The product is [Cl:30][CH2:29][CH2:28][CH2:27][O:1][C:2]1[CH:11]=[C:10]2[C:5]([C:6]([O:12][C:13]3[CH:18]=[C:17]([CH3:19])[C:16]([CH3:20])=[CH:15][C:14]=3[C:21](=[O:23])[CH3:22])=[CH:7][CH:8]=[N:9]2)=[CH:4][C:3]=1[O:24][CH3:25]. The yield is 0.940.